The task is: Predict the reactants needed to synthesize the given product.. This data is from Full USPTO retrosynthesis dataset with 1.9M reactions from patents (1976-2016). (1) Given the product [CH3:22][C:17]1([CH3:23])[O:18][C@@H:19]2[CH2:20][N:12]([C:9]3[CH:10]=[C:11]4[C:6]([CH:5]=[C:4]([C:24]5[CH:29]=[CH:28][CH:27]=[CH:26][C:25]=5[C:30]([F:33])([F:32])[F:31])[NH:3][C:2]4=[O:1])=[CH:7][CH:8]=3)[C:13](=[O:14])[C@@H:15]2[O:16]1, predict the reactants needed to synthesize it. The reactants are: [O:1]=[C:2]1[C:11]2[C:6](=[CH:7][CH:8]=[C:9]([NH:12][C:13]([C@H:15]3[C@@H:19]([CH2:20]Br)[O:18][C:17]([CH3:23])([CH3:22])[O:16]3)=[O:14])[CH:10]=2)[CH:5]=[C:4]([C:24]2[CH:29]=[CH:28][CH:27]=[CH:26][C:25]=2[C:30]([F:33])([F:32])[F:31])[NH:3]1.C(=O)([O-])[O-].[K+].[K+]. (2) Given the product [NH2:1][C:2]1[CH:3]=[CH:4][C:5]2[S:10][CH2:9][C:8](=[O:11])[N:7]([CH3:15])[C:6]=2[CH:12]=1, predict the reactants needed to synthesize it. The reactants are: [NH2:1][C:2]1[CH:3]=[CH:4][C:5]2[S:10][CH2:9][C:8](=[O:11])[NH:7][C:6]=2[CH:12]=1.[H-].[Na+].[CH3:15]I.[Cl-].[NH4+]. (3) Given the product [CH3:58][C:55]([C:52]1[CH:51]=[CH:50][C:49]([C:29]2[CH:30]=[C:31]3[C:35](=[C:27]([C:25]([NH2:24])=[O:26])[CH:28]=2)[NH:34][CH:33]=[C:32]3[CH:36]2[CH2:37][CH2:38][NH:39][CH2:40][CH2:41]2)=[CH:54][CH:53]=1)([CH3:56])[CH3:57], predict the reactants needed to synthesize it. The reactants are: N1CCC(C2C3C(=C(C(N)=O)C=C(C4SC=CC=4)C=3)NC=2)CC1.[NH2:24][C:25]([C:27]1[CH:28]=[C:29]([C:49]2[CH:54]=[CH:53][C:52]([C:55]([CH3:58])([CH3:57])[CH3:56])=[CH:51][CH:50]=2)[CH:30]=[C:31]2[C:35]=1[NH:34][CH:33]=[C:32]2[CH:36]1[CH2:41][CH2:40][N:39](C(OC(C)(C)C)=O)[CH2:38][CH2:37]1)=[O:26].Cl.